From a dataset of Peptide-MHC class I binding affinity with 185,985 pairs from IEDB/IMGT. Regression. Given a peptide amino acid sequence and an MHC pseudo amino acid sequence, predict their binding affinity value. This is MHC class I binding data. (1) The peptide sequence is RIYKRSLKL. The MHC is HLA-B57:01 with pseudo-sequence HLA-B57:01. The binding affinity (normalized) is 0.0847. (2) The peptide sequence is LEARVNLSV. The MHC is HLA-A03:01 with pseudo-sequence HLA-A03:01. The binding affinity (normalized) is 0.0847.